This data is from Reaction yield outcomes from USPTO patents with 853,638 reactions. The task is: Predict the reaction yield, written as a fraction of the theoretical maximum amount of product (1.0 means a 100% yield; for example, 0.34 means a 34% yield). (1) The reactants are [Br:1][C:2]1[N:3]=[C:4]([C@@H:12]2[CH2:23][N:16]3[C:17](=[O:22])[N:18]([CH3:21])[CH2:19][CH2:20][C@@H:15]3[CH2:14][CH2:13]2)[N:5]2[CH:10]=[CH:9][N:8]=[C:7](Cl)[C:6]=12.[NH3:24].CC(O)C. No catalyst specified. The product is [NH2:24][C:7]1[C:6]2[N:5]([C:4]([C@@H:12]3[CH2:23][N:16]4[C:17](=[O:22])[N:18]([CH3:21])[CH2:19][CH2:20][C@@H:15]4[CH2:14][CH2:13]3)=[N:3][C:2]=2[Br:1])[CH:10]=[CH:9][N:8]=1. The yield is 0.730. (2) The reactants are [CH2:1]([N:8]1[C:16]2[C:15](=[O:17])[N:14]([CH2:18][CH2:19][CH2:20][O:21]C3CCCCO3)[C:13](=[O:28])[N:12](COCC[Si](C)(C)C)[C:11]=2[N:10]=[C:9]1[Cl:37])[C:2]1[CH:7]=[CH:6][CH:5]=[CH:4][CH:3]=1.Cl. The yield is 0.919. The product is [CH2:1]([N:8]1[C:16]2[C:15](=[O:17])[N:14]([CH2:18][CH2:19][CH2:20][OH:21])[C:13](=[O:28])[NH:12][C:11]=2[N:10]=[C:9]1[Cl:37])[C:2]1[CH:7]=[CH:6][CH:5]=[CH:4][CH:3]=1. The catalyst is C(O)C. (3) The reactants are [BH4-].[Na+].CO.[N:5]1[CH:10]=[C:9]([CH:11]=[N:12][C:13]2[CH:18]=[CH:17][CH:16]=[CH:15][N:14]=2)[CH:8]=[N:7][CH:6]=1.C(O)(=O)C. The catalyst is O1CCCC1.C(OCC)(=O)C.O. The product is [N:7]1[CH:8]=[C:9]([CH2:11][NH:12][C:13]2[CH:18]=[CH:17][CH:16]=[CH:15][N:14]=2)[CH:10]=[N:5][CH:6]=1. The yield is 0.634. (4) The reactants are [NH:1]1[C:9]2[CH:8]=[CH:7][N:6]=[CH:5][C:4]=2[CH:3]=[CH:2]1.[Cl:10]N1C(=O)CCC1=O. The catalyst is ClCCl. The product is [Cl:10][C:3]1[C:4]2[CH:5]=[N:6][CH:7]=[CH:8][C:9]=2[NH:1][CH:2]=1. The yield is 0.400. (5) The reactants are [Cl:1][C:2]1[CH:3]=[C:4]([N:10]([C:15]2[C:34]([CH:35]3[CH2:37][CH2:36]3)=[CH:33][C:18]3[C:19]([C:29]([NH:31][CH3:32])=[O:30])=[C:20]([C:22]4[CH:27]=[CH:26][C:25]([F:28])=[CH:24][CH:23]=4)[O:21][C:17]=3[CH:16]=2)[S:11]([CH3:14])(=[O:13])=[O:12])[CH:5]=[CH:6][C:7]=1[CH:8]=[O:9].[CH:38]([Mg]Br)=[CH2:39].[Cl-].[NH4+]. The catalyst is C1COCC1. The product is [Cl:1][C:2]1[CH:3]=[C:4]([N:10]([C:15]2[C:34]([CH:35]3[CH2:37][CH2:36]3)=[CH:33][C:18]3[C:19]([C:29]([NH:31][CH3:32])=[O:30])=[C:20]([C:22]4[CH:27]=[CH:26][C:25]([F:28])=[CH:24][CH:23]=4)[O:21][C:17]=3[CH:16]=2)[S:11]([CH3:14])(=[O:13])=[O:12])[CH:5]=[CH:6][C:7]=1[CH:8]([OH:9])[CH:38]=[CH2:39]. The yield is 0.710. (6) The reactants are [F:1][C:2]1[C:3]([CH2:24][N:25](C)[C:26](=O)OC(C)(C)C)=[CH:4][N:5]([S:14]([C:17]2[CH:22]=[CH:21][C:20]([OH:23])=[CH:19][CH:18]=2)(=[O:16])=[O:15])[C:6]=1[C:7]1[C:8]([F:13])=[N:9][CH:10]=[CH:11][CH:12]=1.C(OCC)(=O)C.[ClH:40]. The catalyst is C(O)C. The product is [ClH:40].[F:1][C:2]1[C:3]([CH2:24][NH:25][CH3:26])=[CH:4][N:5]([S:14]([C:17]2[CH:18]=[CH:19][C:20]([OH:23])=[CH:21][CH:22]=2)(=[O:16])=[O:15])[C:6]=1[C:7]1[C:8]([F:13])=[N:9][CH:10]=[CH:11][CH:12]=1. The yield is 0.810.